Dataset: CYP2C19 inhibition data for predicting drug metabolism from PubChem BioAssay. Task: Regression/Classification. Given a drug SMILES string, predict its absorption, distribution, metabolism, or excretion properties. Task type varies by dataset: regression for continuous measurements (e.g., permeability, clearance, half-life) or binary classification for categorical outcomes (e.g., BBB penetration, CYP inhibition). Dataset: cyp2c19_veith. (1) The compound is CCN(CC)CCOC(=O)C(c1ccccc1)c1ccccc1. The result is 0 (non-inhibitor). (2) The compound is CCN(Cc1cc(Cl)cc(C)c1O)Cc1c(O)ccc2ccccc12. The result is 1 (inhibitor). (3) The drug is Cc1nnc(-c2cnn(-c3ccccc3)c2N)n1Cc1ccc(F)cc1. The result is 1 (inhibitor). (4) The molecule is O=C(/C=C\C=C/c1ccc2c(c1)OCO2)N1CCCCC1. The result is 0 (non-inhibitor). (5) The molecule is COc1ccc2c(c1)Cc1cc(N=[N+]([O-])c3ccc4c(c3)Cc3cc(OC)ccc3-4)ccc1-2. The result is 0 (non-inhibitor). (6) The molecule is OCC1CCCN(Cc2ccc(-c3ccccc3)cc2)C1. The result is 0 (non-inhibitor). (7) The drug is COC(=O)[C@H]1C[C@@H]1[C@H](NC(C)=O)c1ccccc1. The result is 0 (non-inhibitor). (8) The drug is CCOc1ccc(C2C(C#N)=C(N)Oc3c2c(=O)oc2ccccc32)cc1. The result is 1 (inhibitor).